This data is from Forward reaction prediction with 1.9M reactions from USPTO patents (1976-2016). The task is: Predict the product of the given reaction. (1) Given the reactants Cl[C:2]1[C:3]2[N:4]([CH:13]=[CH:14][CH:15]=2)[C:5]2[C:10]([N:11]=1)=[CH:9][CH:8]=[C:7]([Cl:12])[CH:6]=2.[CH3:16][N:17]1[CH2:22][CH2:21][NH:20][CH2:19][CH2:18]1.C1COCC1, predict the reaction product. The product is: [Cl:12][C:7]1[CH:6]=[C:5]2[C:10]([N:11]=[C:2]([N:20]3[CH2:21][CH2:22][N:17]([CH3:16])[CH2:18][CH2:19]3)[C:3]3[N:4]2[CH:13]=[CH:14][CH:15]=3)=[CH:9][CH:8]=1. (2) Given the reactants [NH2:1][C:2]([CH3:18])([CH2:5][N:6]1[N:10]=[C:9]2[CH:11]=[C:12]([O:16][CH3:17])[CH:13]=[C:14]([Cl:15])[C:8]2=[N:7]1)[C:3]#[N:4].[F:19][C:20]([F:31])([F:30])[C:21]1[CH:29]=[CH:28][C:24]([C:25](Cl)=[S:26])=[CH:23][CH:22]=1, predict the reaction product. The product is: [Cl:15][C:14]1[C:8]2[C:9](=[N:10][N:6]([CH2:5][C:2]([NH:1][C:25](=[S:26])[C:24]3[CH:23]=[CH:22][C:21]([C:20]([F:19])([F:30])[F:31])=[CH:29][CH:28]=3)([C:3]#[N:4])[CH3:18])[N:7]=2)[CH:11]=[C:12]([O:16][CH3:17])[CH:13]=1. (3) The product is: [N+:1]([C:4]1[CH:5]=[C:6]([CH2:10][C:11]([O:13][CH2:25][C:26]2[CH:31]=[CH:30][CH:29]=[CH:28][CH:27]=2)=[O:12])[CH:7]=[CH:8][CH:9]=1)([O-:3])=[O:2]. Given the reactants [N+:1]([C:4]1[CH:5]=[C:6]([CH2:10][C:11]([OH:13])=[O:12])[CH:7]=[CH:8][CH:9]=1)([O-:3])=[O:2].C(N(CC)CC)C.ClC(O[CH2:25][C:26]1[CH:31]=[CH:30][CH:29]=[CH:28][CH:27]=1)=O, predict the reaction product. (4) Given the reactants Cl.Cl.[NH2:3][C:4]1[CH:5]=[C:6]([CH:19]=[C:20]([CH3:23])[C:21]=1[NH2:22])[O:7][CH2:8][C:9]1[CH:18]=[CH:17][CH:16]=[CH:15][C:10]=1[C:11]([O:13][CH3:14])=[O:12].[CH2:24]([O:26][C:27](OCC)(OCC)OCC)[CH3:25], predict the reaction product. The product is: [CH2:24]([O:26][C:27]1[NH:3][C:4]2[CH:5]=[C:6]([O:7][CH2:8][C:9]3[CH:18]=[CH:17][CH:16]=[CH:15][C:10]=3[C:11]([O:13][CH3:14])=[O:12])[CH:19]=[C:20]([CH3:23])[C:21]=2[N:22]=1)[CH3:25]. (5) Given the reactants [F:1][C:2]([F:21])([F:20])[S:3]([C:6]1[CH:11]=[CH:10][CH:9]=[CH:8][C:7]=1[C:12]1[CH:17]=[CH:16][C:15]([NH2:18])=[C:14]([NH2:19])[CH:13]=1)(=[O:5])=[O:4].Cl.C(O[C:26](=N)[CH2:27][O:28][C:29]1[CH:34]=[CH:33][C:32]([C:35]([F:38])([F:37])[F:36])=[CH:31][CH:30]=1)C, predict the reaction product. The product is: [F:21][C:2]([F:20])([F:1])[S:3]([C:6]1[CH:11]=[CH:10][CH:9]=[CH:8][C:7]=1[C:12]1[CH:17]=[CH:16][C:15]2[NH:18][C:26]([CH2:27][O:28][C:29]3[CH:34]=[CH:33][C:32]([C:35]([F:36])([F:37])[F:38])=[CH:31][CH:30]=3)=[N:19][C:14]=2[CH:13]=1)(=[O:4])=[O:5]. (6) Given the reactants [NH:1]1[C:9]2[C:4](=[CH:5][CH:6]=[CH:7][C:8]=2[C:10]([OH:12])=O)[CH:3]=[CH:2]1.CN(C(ON1N=NC2C=CC=CC1=2)=[N+](C)C)C.[B-](F)(F)(F)F.C(N(CC)C(C)C)(C)C.[C:44]([C:48]1[CH:67]=[CH:66][C:51]([CH2:52][NH:53][CH2:54][CH2:55][C:56]2[CH:61]=[CH:60][CH:59]=[C:58]([O:62][CH:63]([F:65])[F:64])[CH:57]=2)=[CH:50][CH:49]=1)([CH3:47])([CH3:46])[CH3:45], predict the reaction product. The product is: [C:44]([C:48]1[CH:67]=[CH:66][C:51]([CH2:52][N:53]([CH2:54][CH2:55][C:56]2[CH:61]=[CH:60][CH:59]=[C:58]([O:62][CH:63]([F:65])[F:64])[CH:57]=2)[C:10]([C:8]2[CH:7]=[CH:6][CH:5]=[C:4]3[C:9]=2[NH:1][CH:2]=[CH:3]3)=[O:12])=[CH:50][CH:49]=1)([CH3:47])([CH3:45])[CH3:46]. (7) Given the reactants Br[CH2:2][CH:3]([CH3:5])[CH3:4].[CH3:6][N:7]([CH3:29])[CH:8]1[CH2:12][CH2:11][N:10]([C:13]2[CH:18]=[CH:17][C:16]([NH:19][C:20](=[O:28])[C:21]3[CH:26]=[CH:25][C:24]([OH:27])=[N:23][CH:22]=3)=[CH:15][CH:14]=2)[CH2:9]1, predict the reaction product. The product is: [CH3:6][N:7]([CH3:29])[CH:8]1[CH2:12][CH2:11][N:10]([C:13]2[CH:14]=[CH:15][C:16]([NH:19][C:20](=[O:28])[C:21]3[CH:26]=[CH:25][C:24]([O:27][CH2:2][CH:3]([CH3:5])[CH3:4])=[N:23][CH:22]=3)=[CH:17][CH:18]=2)[CH2:9]1. (8) Given the reactants C(N(CC)CC)C.[OH:8][CH2:9][CH2:10][N:11]1[C:15]([CH3:16])=[CH:14][C:13]([C:17]([NH2:19])=O)=[N:12]1.FC(F)(F)C(OC(=O)C(F)(F)F)=O, predict the reaction product. The product is: [OH:8][CH2:9][CH2:10][N:11]1[C:15]([CH3:16])=[CH:14][C:13]([C:17]#[N:19])=[N:12]1. (9) Given the reactants [H-].[H-].[H-].[H-].[Li+].[Al+3].[F:7][C:8]1[CH:9]=[C:10]([CH:29]=[CH:30][CH:31]=1)[CH2:11][NH:12][C:13](=[O:28])[NH:14][C:15]1[S:16][CH:17]=[C:18]([C:20](=[N:26]O)[C:21](OCC)=[O:22])[N:19]=1.OS([O-])(=O)=O.[Na+].Cl, predict the reaction product. The product is: [NH2:26][CH:20]([C:18]1[N:19]=[C:15]([NH:14][C:13]([NH:12][CH2:11][C:10]2[CH:29]=[CH:30][CH:31]=[C:8]([F:7])[CH:9]=2)=[O:28])[S:16][CH:17]=1)[CH2:21][OH:22]. (10) Given the reactants Br[C:2]1[CH:3]=[CH:4][C:5]([N+:21]([O-:23])=[O:22])=[C:6]([NH:8][CH:9]2[CH2:14][CH2:13][N:12]([CH:15]3[CH2:20][CH2:19][O:18][CH2:17][CH2:16]3)[CH2:11][CH2:10]2)[CH:7]=1.[CH:24]([Sn](CCCC)(CCCC)CCCC)=[CH2:25].N#N.C1(P(C2C=CC=CC=2)C2C=CC=CC=2)C=CC=CC=1, predict the reaction product. The product is: [CH:24]([C:2]1[CH:3]=[CH:4][C:5]([N+:21]([O-:23])=[O:22])=[C:6]([NH:8][CH:9]2[CH2:14][CH2:13][N:12]([CH:15]3[CH2:20][CH2:19][O:18][CH2:17][CH2:16]3)[CH2:11][CH2:10]2)[CH:7]=1)=[CH2:25].